Dataset: Full USPTO retrosynthesis dataset with 1.9M reactions from patents (1976-2016). Task: Predict the reactants needed to synthesize the given product. (1) Given the product [Cl:1][C:2]1[CH:3]=[C:4]([NH:9][C:10]2[S:14][C:13]([C:15]3[CH:16]=[C:17]([CH:21]([C:23]4[CH:28]=[CH:27][CH:26]=[C:25]([C:29]([F:30])([F:32])[F:31])[CH:24]=4)[S:33][CH2:34][CH2:35][C:36]([OH:38])=[O:37])[CH:18]=[CH:19][CH:20]=3)=[N:12][N:11]=2)[CH:5]=[CH:6][C:7]=1[Cl:8], predict the reactants needed to synthesize it. The reactants are: [Cl:1][C:2]1[CH:3]=[C:4]([NH:9][C:10]2[S:14][C:13]([C:15]3[CH:16]=[C:17]([CH:21]([C:23]4[CH:28]=[CH:27][CH:26]=[C:25]([C:29]([F:32])([F:31])[F:30])[CH:24]=4)O)[CH:18]=[CH:19][CH:20]=3)=[N:12][N:11]=2)[CH:5]=[CH:6][C:7]=1[Cl:8].[SH:33][CH2:34][CH2:35][C:36]([OH:38])=[O:37]. (2) Given the product [Cl:1][C:2]1[CH:3]=[C:4]2[C:9](=[CH:10][C:11]=1[O:12][C:13]1[CH:14]=[CH:15][C:16]([C:19](=[O:36])[NH:20][CH2:21][CH2:22][C:23]3[CH:28]=[CH:27][CH:26]=[C:25]([O:29][C:30]4[CH:31]=[CH:32][CH:33]=[CH:34][CH:35]=4)[CH:24]=3)=[CH:17][CH:18]=1)[O:8][CH2:7][CH2:6][CH:5]2[C:37]([OH:39])=[O:38], predict the reactants needed to synthesize it. The reactants are: [Cl:1][C:2]1[CH:3]=[C:4]2[C:9](=[CH:10][C:11]=1[O:12][C:13]1[CH:18]=[CH:17][C:16]([C:19](=[O:36])[NH:20][CH2:21][CH2:22][C:23]3[CH:28]=[CH:27][CH:26]=[C:25]([O:29][C:30]4[CH:35]=[CH:34][CH:33]=[CH:32][CH:31]=4)[CH:24]=3)=[CH:15][CH:14]=1)[O:8][CH2:7][CH2:6][CH:5]2[C:37]([O:39]CC)=[O:38].[OH-].[Na+].C1COCC1.Cl.